From a dataset of Forward reaction prediction with 1.9M reactions from USPTO patents (1976-2016). Predict the product of the given reaction. The product is: [Br:39][C:40]1[C:49]([CH3:50])=[CH:48][C:43]([C:44]2[N:45]=[C:25]([C:24]([OH:23])([CH3:29])[CH3:28])[O:26][N:46]=2)=[CH:42][C:41]=1[CH3:51]. Given the reactants F[B-](F)(F)F.N1(OC(N(C)C)=[N+](C)C)C2C=CC=CC=2N=N1.[OH:23][C:24]([CH3:29])([CH3:28])[C:25](O)=[O:26].C(N(CC)C(C)C)(C)C.[Br:39][C:40]1[C:49]([CH3:50])=[CH:48][C:43]([C:44]([NH:46]O)=[NH:45])=[CH:42][C:41]=1[CH3:51], predict the reaction product.